This data is from Forward reaction prediction with 1.9M reactions from USPTO patents (1976-2016). The task is: Predict the product of the given reaction. (1) Given the reactants [Br:1]N1C(=O)CCC1=O.[CH3:9][O:10][C:11]1[CH:12]=[CH:13][C:14]2[N:15]([N:21]=[C:22]([C:24]3[CH:29]=[CH:28][CH:27]=[CH:26][CH:25]=3)[CH:23]=2)[C:16]=1[Si:17]([CH3:20])([CH3:19])[CH3:18].C(=O)(O)[O-].[Na+], predict the reaction product. The product is: [Br:1][C:23]1[C:22]([C:24]2[CH:29]=[CH:28][CH:27]=[CH:26][CH:25]=2)=[N:21][N:15]2[C:16]([Si:17]([CH3:20])([CH3:19])[CH3:18])=[C:11]([O:10][CH3:9])[CH:12]=[CH:13][C:14]=12. (2) Given the reactants [C:1]([C:3]1[CH:8]=[CH:7][C:6]([C:9]2([O:12][CH:13]([CH3:15])[CH3:14])[CH2:11][CH2:10]2)=[CH:5][C:4]=1CC)#[CH:2].[CH3:18][O:19][C:20](=[O:29])[CH2:21][C:22]1[CH:27]=[CH:26][C:25](I)=[CH:24][CH:23]=1.[CH2:30](N(CC)CC)[CH3:31], predict the reaction product. The product is: [CH:13]([O:12][C:9]1([C:6]2[CH:5]=[CH:4][C:3]([C:1]#[C:2][C:25]3[CH:26]=[CH:27][C:22]([CH2:21][C:20]([O:19][CH3:18])=[O:29])=[CH:23][CH:24]=3)=[CH:8][C:7]=2[CH2:30][CH3:31])[CH2:10][CH2:11]1)([CH3:14])[CH3:15].